Dataset: Blood-brain barrier penetration binary classification data from Martins et al.. Task: Regression/Classification. Given a drug SMILES string, predict its absorption, distribution, metabolism, or excretion properties. Task type varies by dataset: regression for continuous measurements (e.g., permeability, clearance, half-life) or binary classification for categorical outcomes (e.g., BBB penetration, CYP inhibition). Dataset: bbb_martins. (1) The molecule is CNCCCN1c2ccccc2C(C)(C)c2ccccc21. The result is 1 (penetrates BBB). (2) The result is 1 (penetrates BBB). The drug is CCCC1O[C@@H]2C[C@H]3[C@@H]4CCC5=CC(=O)C=C[C@]5(C)[C@H]4[C@@H](O)C[C@]3(C)[C@]2(C(=O)CO)O1. (3) The drug is CC(=O)OCCN1CCN(CCCN2c3ccccc3Sc3ccc(Cl)cc32)CC1. The result is 1 (penetrates BBB). (4) The drug is CN(C/C=C/c1ccccc1)CCOC(c1ccccc1)c1ccccc1. The result is 1 (penetrates BBB). (5) The drug is COC(=O)C1=CCCN(C)C1. The result is 1 (penetrates BBB). (6) The compound is CNCC12CCC(c3ccccc31)c1ccccc12. The result is 1 (penetrates BBB). (7) The result is 1 (penetrates BBB). The molecule is CCCCn1ccc(=O)c(O)c1C. (8) The molecule is CC(=O)OCC1=C(C(=O)O)N2C(=O)[C@@H](NC(=O)Cc3ccccc3)[C@H]2SC1. The result is 0 (does not penetrate BBB). (9) The drug is CCCCN/C(=C1/C=C(Cl)C=CC1=O)c1ccccc1Cl. The result is 1 (penetrates BBB).